From a dataset of Forward reaction prediction with 1.9M reactions from USPTO patents (1976-2016). Predict the product of the given reaction. Given the reactants Cl[C:2]1[CH:7]=[C:6]([C:8]([F:11])([F:10])[F:9])[CH:5]=[C:4]([Cl:12])[N:3]=1.[C:13]([O:17][C:18]([N:20]1[CH2:25][CH2:24][N:23](C2C=C(C(F)F)C=C(Cl)N=2)[CH2:22][CH2:21]1)=[O:19])([CH3:16])([CH3:15])[CH3:14], predict the reaction product. The product is: [C:13]([O:17][C:18]([N:20]1[CH2:25][CH2:24][N:23]([C:2]2[CH:7]=[C:6]([C:8]([F:11])([F:10])[F:9])[CH:5]=[C:4]([Cl:12])[N:3]=2)[CH2:22][CH2:21]1)=[O:19])([CH3:16])([CH3:14])[CH3:15].